Dataset: Catalyst prediction with 721,799 reactions and 888 catalyst types from USPTO. Task: Predict which catalyst facilitates the given reaction. (1) Product: [CH:27]1([C:26]2[C:25]3[CH:24]=[CH:23][C:22]([C:33]([NH:58][S:55]([N:54]([CH2:53][CH:52]([O:51][CH3:50])[O:60][CH3:61])[CH3:59])(=[O:57])=[O:56])=[O:34])=[CH:21][C:20]=3[N:18]3[C:17]=2[C:16]2[CH:36]=[CH:37][C:38]([O:40][CH2:41][C:42]4[CH:47]=[CH:46][CH:45]=[CH:44][N:43]=4)=[CH:39][C:15]=2[O:14][CH2:13][C@H:12]([N:11]([CH3:48])[CH2:10][CH2:9][N:8]([CH3:49])[C:6](=[O:7])[O:5][C:1]([CH3:2])([CH3:3])[CH3:4])[CH2:19]3)[CH2:28][CH2:29][CH2:30][CH2:31][CH2:32]1. Reactant: [C:1]([O:5][C:6]([N:8]([CH3:49])[CH2:9][CH2:10][N:11]([CH3:48])[C@@H:12]1[CH2:19][N:18]2[C:20]3[CH:21]=[C:22]([C:33](O)=[O:34])[CH:23]=[CH:24][C:25]=3[C:26]([CH:27]3[CH2:32][CH2:31][CH2:30][CH2:29][CH2:28]3)=[C:17]2[C:16]2[CH:36]=[CH:37][C:38]([O:40][CH2:41][C:42]3[CH:47]=[CH:46][CH:45]=[CH:44][N:43]=3)=[CH:39][C:15]=2[O:14][CH2:13]1)=[O:7])([CH3:4])([CH3:3])[CH3:2].[CH3:50][O:51][CH:52]([O:60][CH3:61])[CH2:53][N:54]([CH3:59])[S:55]([NH2:58])(=[O:57])=[O:56].C(Cl)CCl. The catalyst class is: 79. (2) Reactant: [NH2:1][C:2](=[O:36])[CH2:3][C:4]1[CH:35]=[CH:34][CH:33]=[CH:32][C:5]=1[CH2:6][CH2:7][C:8]1[C:13]([Cl:14])=[CH:12][N:11]=[C:10]([NH:15][C:16]2[CH:21]=[CH:20][C:19]([CH:22]([NH:24]C(=O)OC(C)(C)C)[CH3:23])=[CH:18][CH:17]=2)[N:9]=1.C(O)(C(F)(F)F)=O. Product: [NH3:1].[NH2:24][CH:22]([C:19]1[CH:18]=[CH:17][C:16]([NH:15][C:10]2[N:9]=[C:8]([CH2:7][CH2:6][C:5]3[CH:32]=[CH:33][CH:34]=[CH:35][C:4]=3[CH2:3][C:2]([NH2:1])=[O:36])[C:13]([Cl:14])=[CH:12][N:11]=2)=[CH:21][CH:20]=1)[CH3:23]. The catalyst class is: 2. (3) Reactant: [NH2:1][CH2:2][CH2:3][O:4][C@@H:5]([C:19]1[CH:24]=[C:23]([F:25])[CH:22]=[CH:21][C:20]=1[CH3:26])[C@@H:6]1[CH2:11][CH2:10][CH2:9][N:8]([C:12]([O:14][C:15]([CH3:18])([CH3:17])[CH3:16])=[O:13])[CH2:7]1.CCN(CC)CC.Cl[C:35]([O:37][CH3:38])=[O:36]. Product: [F:25][C:23]1[CH:22]=[CH:21][C:20]([CH3:26])=[C:19]([C@H:5]([O:4][CH2:3][CH2:2][NH:1][C:35]([O:37][CH3:38])=[O:36])[C@@H:6]2[CH2:11][CH2:10][CH2:9][N:8]([C:12]([O:14][C:15]([CH3:18])([CH3:17])[CH3:16])=[O:13])[CH2:7]2)[CH:24]=1. The catalyst class is: 79. (4) Reactant: [CH:1]1([C:4]2[CH:5]=[N:6][CH:7]=[CH:8][C:9]=2[O:10][CH:11]([CH3:14])[CH2:12][F:13])[CH2:3][CH2:2]1.[N+:15]1([O-])C=CC=C[CH:16]=1.CN(C)C(Cl)=O.C[Si](C#N)(C)C. Product: [CH:1]1([C:4]2[C:9]([O:10][CH:11]([CH3:14])[CH2:12][F:13])=[CH:8][C:7]([C:16]#[N:15])=[N:6][CH:5]=2)[CH2:3][CH2:2]1. The catalyst class is: 4. (5) Reactant: Br[C:2]1[C:11]2[C:6](=[CH:7][CH:8]=[CH:9][CH:10]=2)[CH:5]=[N:4][CH:3]=1.[C:12]([Cu])#[N:13]. Product: [C:12]([C:2]1[C:11]2[C:6](=[CH:7][CH:8]=[CH:9][CH:10]=2)[CH:5]=[N:4][CH:3]=1)#[N:13]. The catalyst class is: 3.